Dataset: Catalyst prediction with 721,799 reactions and 888 catalyst types from USPTO. Task: Predict which catalyst facilitates the given reaction. (1) Product: [NH:30]1[C:14]([C:13]2[CH:12]=[C:11]([C:8]3[S:7][C:6]([C:2]4([OH:1])[CH2:3][CH2:4][CH2:5]4)=[N:10][CH:9]=3)[CH:18]=[C:17]([NH:19][C:20]3[N:25]=[C:24]([C:26]([F:28])([F:29])[F:27])[CH:23]=[CH:22][N:21]=3)[CH:16]=2)=[N:15][N:32]=[N:31]1. Reactant: [OH:1][C:2]1([C:6]2[S:7][C:8]([C:11]3[CH:12]=[C:13]([CH:16]=[C:17]([NH:19][C:20]4[N:25]=[C:24]([C:26]([F:29])([F:28])[F:27])[CH:23]=[CH:22][N:21]=4)[CH:18]=3)[C:14]#[N:15])=[CH:9][N:10]=2)[CH2:5][CH2:4][CH2:3]1.[N-:30]=[N+:31]=[N-:32].[Na+].[Cl-].[NH4+]. The catalyst class is: 9. (2) Reactant: [CH:1]1([CH2:6][OH:7])[CH2:5][CH2:4][CH2:3][CH2:2]1.C(N([CH2:13][CH3:14])CC)C.[C:15]1(C)[C:16]([S:21](Cl)(=[O:23])=[O:22])=[CH:17][CH:18]=C[CH:20]=1.CO. Product: [CH:1]1([CH2:6][O:7][S:21]([C:16]2[CH:17]=[CH:18][C:13]([CH3:14])=[CH:20][CH:15]=2)(=[O:23])=[O:22])[CH2:5][CH2:4][CH2:3][CH2:2]1. The catalyst class is: 64. (3) Reactant: [N:1]1[N:2]([C:6]2[CH:7]=[C:8]([NH:12][C:13]3[C:18]([C:19](OCC)=[O:20])=[CH:17][N:16]=[C:15]([S:24][CH3:25])[N:14]=3)[CH:9]=[CH:10][CH:11]=2)[N:3]=[CH:4][CH:5]=1.C([NH2:28])=O.[O-]CC.[Na+]. Product: [N:1]1[N:2]([C:6]2[CH:7]=[C:8]([NH:12][C:13]3[C:18]([C:19]([NH2:28])=[O:20])=[CH:17][N:16]=[C:15]([S:24][CH3:25])[N:14]=3)[CH:9]=[CH:10][CH:11]=2)[N:3]=[CH:4][CH:5]=1. The catalyst class is: 3. (4) Reactant: [Cl:1][CH2:2][CH2:3][CH2:4][CH2:5][C:6]1[N:10]([CH2:11][CH2:12][OH:13])[N:9]=[C:8]([C:14]([O:16][CH2:17][CH3:18])=[O:15])[CH:7]=1.I[CH3:20].[H-].[Na+].[Cl-].[NH4+]. The catalyst class is: 20. Product: [Cl:1][CH2:2][CH2:3][CH2:4][CH2:5][C:6]1[N:10]([CH2:11][CH2:12][O:13][CH3:20])[N:9]=[C:8]([C:14]([O:16][CH2:17][CH3:18])=[O:15])[CH:7]=1. (5) Reactant: C([N:4]1[C:12]2[C:7](=[CH:8][C:9]([N+:13]([O-:15])=[O:14])=[CH:10][CH:11]=2)[C:6](=[C:16](OCC)[C:17]2[CH:22]=[CH:21][CH:20]=[CH:19][CH:18]=2)[C:5]1=[O:26])(=O)C.[CH3:27][N:28]([CH2:30][C:31]([NH:33][C:34]1[CH:40]=[CH:39][C:37]([NH2:38])=[CH:36][CH:35]=1)=[O:32])[CH3:29].[OH-].[Na+]. Product: [CH3:29][N:28]([CH2:30][C:31]([NH:33][C:34]1[CH:35]=[CH:36][C:37]([NH:38]/[C:16](=[C:6]2\[C:5](=[O:26])[NH:4][C:12]3[C:7]\2=[CH:8][C:9]([N+:13]([O-:15])=[O:14])=[CH:10][CH:11]=3)/[C:17]2[CH:18]=[CH:19][CH:20]=[CH:21][CH:22]=2)=[CH:39][CH:40]=1)=[O:32])[CH3:27]. The catalyst class is: 121.